The task is: Predict which catalyst facilitates the given reaction.. This data is from Catalyst prediction with 721,799 reactions and 888 catalyst types from USPTO. (1) Reactant: [F:1][C:2]1[CH:7]=[CH:6][C:5]([CH:8]2[O:12][C:11](=[O:13])[NH:10][CH:9]2[CH2:14][C:15]2[O:16][C:17]([C:20]([F:23])([F:22])[F:21])=[CH:18][CH:19]=2)=[CH:4][CH:3]=1.[C:24](O[C:24]([O:26][C:27]([CH3:30])([CH3:29])[CH3:28])=[O:25])([O:26][C:27]([CH3:30])([CH3:29])[CH3:28])=[O:25].CN(C1C=CC=CN=1)C. Product: [F:1][C:2]1[CH:7]=[CH:6][C:5]([CH:8]2[O:12][C:11](=[O:13])[N:10]([C:24]([O:26][C:27]([CH3:30])([CH3:29])[CH3:28])=[O:25])[CH:9]2[CH2:14][C:15]2[O:16][C:17]([C:20]([F:21])([F:22])[F:23])=[CH:18][CH:19]=2)=[CH:4][CH:3]=1. The catalyst class is: 10. (2) Reactant: [O:1]=[S:2]1(=[O:29])[CH:5]=[C:4]([C:6]2[N:11]=[CH:10][C:9]([C:12]3[CH:17]=[CH:16][C:15]([C@@H:18]([OH:28])[C@H:19]([NH:22][C:23](=[O:27])[CH:24]([F:26])[F:25])[CH2:20][F:21])=[CH:14][CH:13]=3)=[CH:8][CH:7]=2)[CH2:3]1. Product: [O:29]=[S:2]1(=[O:1])[CH2:3][CH:4]([C:6]2[N:11]=[CH:10][C:9]([C:12]3[CH:17]=[CH:16][C:15]([C@@H:18]([OH:28])[C@H:19]([NH:22][C:23](=[O:27])[CH:24]([F:26])[F:25])[CH2:20][F:21])=[CH:14][CH:13]=3)=[CH:8][CH:7]=2)[CH2:5]1. The catalyst class is: 29.